From a dataset of Catalyst prediction with 721,799 reactions and 888 catalyst types from USPTO. Predict which catalyst facilitates the given reaction. Reactant: [S:1]1[CH:5]=[CH:4][CH:3]=[C:2]1[C:6]([NH:8][NH2:9])=O.Cl[C:11]1[N:16]=[N:15][C:14]([S:17][CH:18](C)[C:19]([O:21][CH2:22][CH3:23])=[O:20])=[CH:13][CH:12]=1. Product: [S:1]1[CH:5]=[CH:4][CH:3]=[C:2]1[C:6]1[N:16]2[N:15]=[C:14]([S:17][CH2:18][C:19]([O:21][CH2:22][CH3:23])=[O:20])[CH:13]=[CH:12][C:11]2=[N:9][N:8]=1. The catalyst class is: 114.